Dataset: Reaction yield outcomes from USPTO patents with 853,638 reactions. Task: Predict the reaction yield, written as a fraction of the theoretical maximum amount of product (1.0 means a 100% yield; for example, 0.34 means a 34% yield). The reactants are [C:1]([O:5][C:6](=[O:27])[C:7]1[CH:12]=[CH:11][C:10]([N:13]2[CH2:18][CH2:17][N:16]([CH3:19])[CH2:15][CH2:14]2)=[CH:9][C:8]=1[NH:20][CH:21]1[CH2:26][CH2:25][O:24][CH2:23][CH2:22]1)([CH3:4])([CH3:3])[CH3:2].C(N(CC)CC)C.[F:35][C:36]([F:47])([F:46])[C:37](O[C:37](=[O:38])[C:36]([F:47])([F:46])[F:35])=[O:38].O. The catalyst is ClCCl. The product is [C:1]([O:5][C:6](=[O:27])[C:7]1[CH:12]=[CH:11][C:10]([N:13]2[CH2:14][CH2:15][N:16]([CH3:19])[CH2:17][CH2:18]2)=[CH:9][C:8]=1[N:20]([CH:21]1[CH2:22][CH2:23][O:24][CH2:25][CH2:26]1)[C:37](=[O:38])[C:36]([F:47])([F:46])[F:35])([CH3:4])([CH3:2])[CH3:3]. The yield is 0.730.